This data is from Reaction yield outcomes from USPTO patents with 853,638 reactions. The task is: Predict the reaction yield, written as a fraction of the theoretical maximum amount of product (1.0 means a 100% yield; for example, 0.34 means a 34% yield). (1) The catalyst is CN(C=O)C.CCCC[N+](CCCC)(CCCC)CCCC.[I-]. The product is [Cl:3][C:4]1[CH:5]=[C:6]([S:10]([N:13]([CH2:31][C:30]2[CH:33]=[CH:34][C:27]([O:26][CH3:25])=[CH:28][CH:29]=2)[CH2:14][C:15]2[C:24]3[C:19](=[CH:20][CH:21]=[CH:22][CH:23]=3)[CH:18]=[CH:17][CH:16]=2)(=[O:11])=[O:12])[S:7][C:8]=1[Cl:9]. The yield is 0.910. The reactants are [H-].[Na+].[Cl:3][C:4]1[CH:5]=[C:6]([S:10]([NH:13][CH2:14][C:15]2[C:24]3[C:19](=[CH:20][CH:21]=[CH:22][CH:23]=3)[CH:18]=[CH:17][CH:16]=2)(=[O:12])=[O:11])[S:7][C:8]=1[Cl:9].[CH3:25][O:26][C:27]1[CH:34]=[CH:33][C:30]([CH2:31]Br)=[CH:29][CH:28]=1. (2) The reactants are [CH3:1][C:2]1[NH:3][C:4]([C:13]2[CH:18]=[CH:17][CH:16]=[CH:15][CH:14]=2)=[C:5]([C:7]2[CH:12]=[CH:11][CH:10]=[CH:9][CH:8]=2)[N:6]=1.[Br:19][CH2:20][CH2:21][CH2:22][CH2:23][CH2:24]Br.[H-].[Na+]. The catalyst is CN(C=O)C. The product is [Br:19][CH2:20][CH2:21][CH2:22][CH2:23][CH2:24][N:6]1[C:5]([C:7]2[CH:12]=[CH:11][CH:10]=[CH:9][CH:8]=2)=[C:4]([C:13]2[CH:18]=[CH:17][CH:16]=[CH:15][CH:14]=2)[N:3]=[C:2]1[CH3:1]. The yield is 0.670. (3) The reactants are [C:1]([C:5]1[CH:10]=[C:9]([C:11]([CH3:14])([CH3:13])[CH3:12])[CH:8]=[C:7]([NH2:15])[C:6]=1[OH:16])([CH3:4])([CH3:3])[CH3:2].[BH3-][C:18]#N.[Na+].C=O. The catalyst is CO. The product is [C:1]([C:5]1[CH:10]=[C:9]([C:11]([CH3:14])([CH3:13])[CH3:12])[CH:8]=[C:7]([NH:15][CH3:18])[C:6]=1[OH:16])([CH3:4])([CH3:2])[CH3:3]. The yield is 0.150. (4) The reactants are [CH3:1][C:2]1[CH:3]=[CH:4][C:5]([N+:11]([O-:13])=[O:12])=[C:6]([CH:10]=1)[C:7]([OH:9])=[O:8].[OH-:14].[K+].[O-][Mn](=O)(=O)=O.[K+].[OH2:22]. No catalyst specified. The product is [N+:11]([C:5]1[CH:4]=[CH:3][C:2]([C:1]([OH:22])=[O:14])=[CH:10][C:6]=1[C:7]([OH:9])=[O:8])([O-:13])=[O:12]. The yield is 0.530.